From a dataset of Reaction yield outcomes from USPTO patents with 853,638 reactions. Predict the reaction yield, written as a fraction of the theoretical maximum amount of product (1.0 means a 100% yield; for example, 0.34 means a 34% yield). (1) The reactants are [Si]([O:8][C@H:9]([CH3:34])[C@@H:10]([NH:23][C:24]1[CH:31]=[CH:30][C:27]([C:28]#[N:29])=[C:26]([Cl:32])[C:25]=1[CH3:33])[C:11]1[S:12][C:13]([C:16]2[CH:21]=[CH:20][C:19]([F:22])=[CH:18][CH:17]=2)=[N:14][N:15]=1)(C(C)(C)C)(C)C.[F-].C([N+](CCCC)(CCCC)CCCC)CCC. No catalyst specified. The product is [Cl:32][C:26]1[C:25]([CH3:33])=[C:24]([NH:23][C@@H:10]([C:11]2[S:12][C:13]([C:16]3[CH:17]=[CH:18][C:19]([F:22])=[CH:20][CH:21]=3)=[N:14][N:15]=2)[C@H:9]([OH:8])[CH3:34])[CH:31]=[CH:30][C:27]=1[C:28]#[N:29]. The yield is 0.500. (2) The reactants are [Cl:1][C:2]1[CH:3]=[CH:4][C:5]([O:28][CH3:29])=[C:6]([C:8]2[CH:17]3[CH:12]([CH:13]=[CH:14][C:15]([C:18]([F:21])([F:20])[F:19])=[CH:16]3)[NH:11][C:10](=[O:22])[C:9]=2[S:23][CH2:24][CH:25]2[CH2:27][O:26]2)[CH:7]=1.C([N-]C(C)C)(C)C.[Li+]. The catalyst is C1COCC1. The product is [Cl:1][C:2]1[CH:3]=[CH:4][C:5]([O:28][CH3:29])=[C:6]([C:8]2[CH:17]3[CH:12]([CH:13]=[CH:14][C:15]([C:18]([F:20])([F:19])[F:21])=[CH:16]3)[NH:11][C:10](=[O:22])[C:9]=2[S:23][CH:24]=[CH:25][CH2:27][OH:26])[CH:7]=1. The yield is 0.900. (3) The reactants are [N+](C1C=CC(C([O:10][C@H:11]2[C:15]3[N:16]=[CH:17][N:18]=[C:19]([N:20]4[CH2:26][CH2:25][CH2:24][N:23]([C:27](=[O:48])[C@@H:28]([C:41]5[CH:46]=[CH:45][C:44]([Cl:47])=[CH:43][CH:42]=5)[CH2:29][N:30](C(OC(C)(C)C)=O)[CH:31]([CH3:33])[CH3:32])[CH2:22][CH2:21]4)[C:14]=3[C@H:13]([CH3:49])[CH2:12]2)=O)=CC=1)([O-])=O.[OH-].[Li+]. The catalyst is C1COCC1.O.CCOC(C)=O. The product is [ClH:47].[ClH:47].[Cl:47][C:44]1[CH:45]=[CH:46][C:41]([C@@H:28]([CH2:29][NH:30][CH:31]([CH3:33])[CH3:32])[C:27]([N:23]2[CH2:24][CH2:25][CH2:26][N:20]([C:19]3[C:14]4[C@H:13]([CH3:49])[CH2:12][C@@H:11]([OH:10])[C:15]=4[N:16]=[CH:17][N:18]=3)[CH2:21][CH2:22]2)=[O:48])=[CH:42][CH:43]=1. The yield is 0.780. (4) The reactants are [C:1]([O:5][C:6]([N:8]1[C:12]2[CH:13]=[CH:14][CH:15]=[CH:16][C:11]=2[N:10]=[C:9]1[CH2:17][CH2:18][CH2:19][OH:20])=[O:7])([CH3:4])([CH3:3])[CH3:2].CC(OI1(OC(C)=O)(OC(C)=O)OC(=O)C2C=CC=CC1=2)=O. The catalyst is C(Cl)Cl.C(OCC)(=O)C. The product is [C:1]([O:5][C:6]([N:8]1[C:12]2[CH:13]=[CH:14][CH:15]=[CH:16][C:11]=2[N:10]=[C:9]1[CH2:17][CH2:18][CH:19]=[O:20])=[O:7])([CH3:4])([CH3:3])[CH3:2]. The yield is 0.760.